This data is from Peptide-MHC class I binding affinity with 185,985 pairs from IEDB/IMGT. The task is: Regression. Given a peptide amino acid sequence and an MHC pseudo amino acid sequence, predict their binding affinity value. This is MHC class I binding data. The peptide sequence is ETESVNSNY. The MHC is SLA-10401 with pseudo-sequence SLA-10401. The binding affinity (normalized) is 0.566.